This data is from Forward reaction prediction with 1.9M reactions from USPTO patents (1976-2016). The task is: Predict the product of the given reaction. (1) The product is: [OH:2][CH2:3][CH2:4][NH:5][C:6]1[C:7]([C:11]2[N:15]([C:16]3[CH:21]=[CH:20][CH:19]=[C:18]([C:22]([F:24])([F:23])[F:25])[CH:17]=3)[C:14](=[O:26])[O:13][N:12]=2)=[N:8][O:9][N:10]=1. Given the reactants C[O:2][CH2:3][CH2:4][NH:5][C:6]1[C:7]([C:11]2[N:15]([C:16]3[CH:21]=[CH:20][CH:19]=[C:18]([C:22]([F:25])([F:24])[F:23])[CH:17]=3)[C:14](=[O:26])[O:13][N:12]=2)=[N:8][O:9][N:10]=1.B(Br)(Br)Br.C(=O)(O)[O-].[Na+].C(OCC)(=O)C, predict the reaction product. (2) Given the reactants [CH:1]([N:4](CC)[CH:5](C)C)(C)C.[S:10]1[C:14]2[CH:15]=[C:16]([C:19]3([C:22]4[N:26]5[N:27]=[C:28]([C:31]6[CH:47]=[CH:46][C:34]([C:35]([NH:37][C@@H:38]([C:42]([CH3:45])([CH3:44])[CH3:43])[C:39]([OH:41])=O)=[O:36])=[CH:33][CH:32]=6)[CH:29]=[N:30][C:25]5=[N:24][N:23]=4)[CH2:21][CH2:20]3)[CH:17]=[CH:18][C:13]=2[N:12]=[CH:11]1.CNC.F[P-](F)(F)(F)(F)F.N1(O[P+](N(C)C)(N(C)C)N(C)C)C2C=CC=CC=2N=N1, predict the reaction product. The product is: [S:10]1[C:14]2[CH:15]=[C:16]([C:19]3([C:22]4[N:26]5[N:27]=[C:28]([C:31]6[CH:32]=[CH:33][C:34]([C:35]([NH:37][C@H:38]([C:39]([N:4]([CH3:5])[CH3:1])=[O:41])[C:42]([CH3:45])([CH3:44])[CH3:43])=[O:36])=[CH:46][CH:47]=6)[CH:29]=[N:30][C:25]5=[N:24][N:23]=4)[CH2:21][CH2:20]3)[CH:17]=[CH:18][C:13]=2[N:12]=[CH:11]1. (3) Given the reactants [CH2:1]([O:3][C:4](=[O:20])[C:5]1[CH:10]=[CH:9][C:8]([CH2:11]P(OCC)(OCC)=O)=[CH:7][CH:6]=1)[CH3:2].C[Si]([N-][Si](C)(C)C)(C)C.[Li+].[CH3:31][C:32]1([CH3:50])[CH2:40][CH2:39][C:38]([CH3:42])([CH3:41])[C:37]2[CH2:36][C:35]([CH2:45][CH2:46][CH2:47][CH2:48][CH3:49])([CH:43]=O)[CH2:34][C:33]1=2.[Cl-].[NH4+], predict the reaction product. The product is: [CH2:1]([O:3][C:4](=[O:20])[C:5]1[CH:6]=[CH:7][C:8](/[CH:11]=[CH:43]/[C:35]2([CH2:45][CH2:46][CH2:47][CH2:48][CH3:49])[CH2:34][C:33]3[C:32]([CH3:31])([CH3:50])[CH2:40][CH2:39][C:38]([CH3:42])([CH3:41])[C:37]=3[CH2:36]2)=[CH:9][CH:10]=1)[CH3:2]. (4) Given the reactants C([O:8][C:9]1[CH:10]=[C:11]2[C:16](=[CH:17][CH:18]=1)[C:15](=[O:19])[N:14]([CH2:20][CH:21]([CH3:23])[CH3:22])[C:13]([CH2:24][NH:25][C:26](=[O:32])[O:27][C:28]([CH3:31])([CH3:30])[CH3:29])=[C:12]2[C:33]1[CH:38]=[CH:37][C:36]([CH3:39])=[CH:35][CH:34]=1)C1C=CC=CC=1, predict the reaction product. The product is: [OH:8][C:9]1[CH:10]=[C:11]2[C:16](=[CH:17][CH:18]=1)[C:15](=[O:19])[N:14]([CH2:20][CH:21]([CH3:23])[CH3:22])[C:13]([CH2:24][NH:25][C:26](=[O:32])[O:27][C:28]([CH3:31])([CH3:29])[CH3:30])=[C:12]2[C:33]1[CH:38]=[CH:37][C:36]([CH3:39])=[CH:35][CH:34]=1. (5) Given the reactants [CH2:1]([C:5]1[CH:11]=[CH:10][C:8]([NH2:9])=[CH:7][CH:6]=1)[CH2:2][CH2:3][CH3:4].[CH2:12]([O:19][C:20]1[C:21](=[O:29])[CH:22]=[C:23](C(O)=O)O[CH:25]=1)[C:13]1[CH:18]=[CH:17][CH:16]=[CH:15][CH:14]=1.CC(O)=O, predict the reaction product. The product is: [CH2:12]([O:19][C:20]1[C:21](=[O:29])[CH:22]=[CH:23][N:9]([C:8]2[CH:7]=[CH:6][C:5]([CH2:1][CH2:2][CH2:3][CH3:4])=[CH:11][CH:10]=2)[CH:25]=1)[C:13]1[CH:18]=[CH:17][CH:16]=[CH:15][CH:14]=1. (6) The product is: [Cl:11][C:9]1[CH:8]=[CH:7][C:3]([C:4]([OH:6])=[O:5])=[C:2]([NH:15][C:14]2[CH:16]=[CH:17][CH:18]=[CH:19][C:13]=2[Cl:12])[CH:10]=1. Given the reactants Br[C:2]1[CH:10]=[C:9]([Cl:11])[CH:8]=[CH:7][C:3]=1[C:4]([OH:6])=[O:5].[Cl:12][C:13]1[CH:19]=[CH:18][CH:17]=[CH:16][C:14]=1[NH2:15].C(=O)([O-])[O-].[K+].[K+].C(OCCO)C, predict the reaction product. (7) Given the reactants [N:1]1[CH:6]=[CH:5][C:4]([NH:7][C:8]2[N:13]=[C:12]([CH2:14]O)[CH:11]=[CH:10][CH:9]=2)=[CH:3][CH:2]=1.S(Cl)([Cl:18])=O, predict the reaction product. The product is: [Cl:18][CH2:14][C:12]1[N:13]=[C:8]([NH:7][C:4]2[CH:5]=[CH:6][N:1]=[CH:2][CH:3]=2)[CH:9]=[CH:10][CH:11]=1. (8) Given the reactants [OH:1][C:2]1[C:11]2[C:6](=[CH:7][CH:8]=[CH:9][CH:10]=2)[C:5]([CH:12]=[O:13])=[C:4]([CH3:14])[CH:3]=1.[H-].[Na+].Br[CH2:18][C:19]#[C:20][CH3:21], predict the reaction product. The product is: [CH2:18]([O:1][C:2]1[C:11]2[C:6](=[CH:7][CH:8]=[CH:9][CH:10]=2)[C:5]([CH:12]=[O:13])=[C:4]([CH3:14])[CH:3]=1)[C:19]#[C:20][CH3:21].